Dataset: Reaction yield outcomes from USPTO patents with 853,638 reactions. Task: Predict the reaction yield, written as a fraction of the theoretical maximum amount of product (1.0 means a 100% yield; for example, 0.34 means a 34% yield). (1) The reactants are [CH3:1][C:2]([CH3:15])([C:9]1[CH:14]=[CH:13][CH:12]=[CH:11][CH:10]=1)[C@@H:3]([C:5](OC)=[O:6])[NH2:4].[H-].[Al+3].[Li+].[H-].[H-].[H-]. The catalyst is C1COCC1. The product is [NH2:4][CH:3]([C:2]([CH3:15])([C:9]1[CH:14]=[CH:13][CH:12]=[CH:11][CH:10]=1)[CH3:1])[CH2:5][OH:6]. The yield is 0.640. (2) The reactants are [C:1]([O:5][C:6](=[O:26])[CH2:7][C@@H:8]([NH:10][C:11]1[CH:15]=[C:14]([C:16]#[C:17][C:18]([CH3:21])([CH3:20])[CH3:19])[S:13][C:12]=1[C:22]([O:24][CH3:25])=[O:23])[CH3:9])([CH3:4])([CH3:3])[CH3:2].[CH3:27][C@H:28]1[CH2:33][CH2:32][C@H:31]([C:34](Cl)=[O:35])[CH2:30][CH2:29]1.N1C=CC=CC=1. The catalyst is ClCCCl.CN(C1C=CN=CC=1)C.C(Cl)Cl. The product is [C:1]([O:5][C:6](=[O:26])[CH2:7][C@@H:8]([N:10]([C:11]1[CH:15]=[C:14]([C:16]#[C:17][C:18]([CH3:19])([CH3:21])[CH3:20])[S:13][C:12]=1[C:22]([O:24][CH3:25])=[O:23])[C:34]([C@H:31]1[CH2:32][CH2:33][C@H:28]([CH3:27])[CH2:29][CH2:30]1)=[O:35])[CH3:9])([CH3:2])([CH3:3])[CH3:4]. The yield is 0.617. (3) The reactants are CS([C:5]1[S:9][C:8]([C:10]2[CH:11]=[C:12]3[C:16](=[CH:17][CH:18]=2)[N:15](C([O-])=O)[CH:14]=[CH:13]3)=[N:7][N:6]=1)(=O)=O.[CH3:22][NH2:23].CCOC(C)=O. The catalyst is CS(C)=O. The product is [NH:15]1[C:16]2[C:12](=[CH:11][C:10]([C:8]3[S:9][C:5]([NH:23][CH3:22])=[N:6][N:7]=3)=[CH:18][CH:17]=2)[CH:13]=[CH:14]1. The yield is 0.780. (4) The reactants are [N:1]1[CH:6]=[C:5]([CH:7]=O)[CH:4]=[N:3][CH:2]=1.[Si]([C:13]#[N:14])(C)(C)C.[NH:15]1[CH2:20][CH2:19][O:18][CH2:17][CH2:16]1.CC([O-])=O.[Na+].C([O-])([O-])=O.[Na+].[Na+]. The catalyst is CC(O)=O. The product is [O:18]1[CH2:19][CH2:20][N:15]([CH:7]([C:5]2[CH:4]=[N:3][CH:2]=[N:1][CH:6]=2)[C:13]#[N:14])[CH2:16][CH2:17]1. The yield is 0.660. (5) The reactants are [OH:1][C:2]1[CH:7]=[CH:6][N:5]([C:8]2[CH:9]=[CH:10][C:11]3[C:12]4[CH2:21][N:20]([C:22]([O:24][C:25]([CH3:28])([CH3:27])[CH3:26])=[O:23])[CH2:19][CH2:18][C:13]=4[N:14]([CH3:17])[C:15]=3[CH:16]=2)[C:4](=[O:29])[CH:3]=1.[Li]N([Si](C)(C)C)[Si](C)(C)C.C1(N([S:47]([C:50]([F:53])([F:52])[F:51])(=[O:49])=[O:48])[S:47]([C:50]([F:53])([F:52])[F:51])(=[O:49])=[O:48])C=CC=CC=1. The catalyst is C1COCC1. The product is [CH3:17][N:14]1[C:15]2[CH:16]=[C:8]([N:5]3[CH:6]=[CH:7][C:2]([O:1][S:47]([C:50]([F:53])([F:52])[F:51])(=[O:49])=[O:48])=[CH:3][C:4]3=[O:29])[CH:9]=[CH:10][C:11]=2[C:12]2[CH2:21][N:20]([C:22]([O:24][C:25]([CH3:26])([CH3:28])[CH3:27])=[O:23])[CH2:19][CH2:18][C:13]1=2. The yield is 0.400. (6) The reactants are [F:1][C:2]([F:14])([F:13])[C:3]1[CH:4]=[C:5]([CH2:9][CH:10]([OH:12])[CH3:11])[CH:6]=[CH:7][CH:8]=1.C(OC=C)(=O)C. The catalyst is CCCCCC. The product is [F:1][C:2]([F:13])([F:14])[C:3]1[CH:4]=[C:5]([CH2:9][C@@H:10]([OH:12])[CH3:11])[CH:6]=[CH:7][CH:8]=1. The yield is 0.470.